From a dataset of Forward reaction prediction with 1.9M reactions from USPTO patents (1976-2016). Predict the product of the given reaction. (1) The product is: [Cl:12][C:4]1[N:3]=[C:2]([N:13]2[CH2:14][CH2:15][CH:16]([NH:19][C:20](=[O:26])[O:21][CH2:22][CH:23]([CH3:24])[CH3:25])[CH2:17][CH2:18]2)[C:11]2[C:6]([CH:5]=1)=[CH:7][CH:8]=[CH:9][CH:10]=2. Given the reactants Cl[C:2]1[C:11]2[C:6](=[CH:7][CH:8]=[CH:9][CH:10]=2)[CH:5]=[C:4]([Cl:12])[N:3]=1.[NH:13]1[CH2:18][CH2:17][CH:16]([NH:19][C:20](=[O:26])[O:21][CH2:22][CH:23]([CH3:25])[CH3:24])[CH2:15][CH2:14]1.CCN(CC)CC.CN(C=O)C, predict the reaction product. (2) Given the reactants [Cl:1][C:2]1[CH:3]=[CH:4][C:5]2[O:9][CH:8]([CH2:10][N:11]3[CH2:16][CH2:15][NH:14][CH2:13][CH2:12]3)[CH2:7][C:6]=2[CH:17]=1.C(N(CC)CC)C.[Cl:25][CH2:26][C:27](Cl)=[O:28], predict the reaction product. The product is: [Cl:25][CH2:26][C:27]([N:14]1[CH2:13][CH2:12][N:11]([CH2:10][CH:8]2[CH2:7][C:6]3[CH:17]=[C:2]([Cl:1])[CH:3]=[CH:4][C:5]=3[O:9]2)[CH2:16][CH2:15]1)=[O:28]. (3) Given the reactants [CH2:1]([O:8][C:9]1[C:14]([C:15]([CH3:18])([CH3:17])[CH3:16])=[CH:13][CH:12]=[CH:11][C:10]=1B1OC(C)(C)C(C)(C)O1)[C:2]1[CH:7]=[CH:6][CH:5]=[CH:4][CH:3]=1.[C:28]([C:31]1[CH:32]=[C:33](B(O)O)[CH:34]=[CH:35][CH:36]=1)(=[O:30])[CH3:29].C(COC)OC.C(=O)(O)[O-].[Na+], predict the reaction product. The product is: [CH2:1]([O:8][C:9]1[C:14]([C:15]([CH3:16])([CH3:17])[CH3:18])=[CH:13][CH:12]=[CH:11][C:10]=1[C:35]1[CH:34]=[CH:33][CH:32]=[C:31]([C:28](=[O:30])[CH3:29])[CH:36]=1)[C:2]1[CH:3]=[CH:4][CH:5]=[CH:6][CH:7]=1. (4) Given the reactants [CH2:1]([C@@:3]12[C@@:14]([CH2:16][CH2:17][C:18]3[C:23]([CH2:24][C:25](O)=[O:26])=[C:22]([O:28][CH3:29])[CH:21]=[CH:20][N:19]=3)([OH:15])[CH2:13][CH2:12][C:11]1=[CH:10][C:9]1[N:8]([C:30]3[CH:35]=[CH:34][C:33]([F:36])=[CH:32][CH:31]=3)[N:7]=[CH:6][C:5]=1[CH2:4]2)[CH3:2].[CH3:37][C@@H:38]([NH:47][CH3:48])[C@H:39]([OH:46])[C:40]1[CH:45]=[CH:44][CH:43]=[CH:42][CH:41]=1.CN1CCOCC1.CN(C(ON1N=NC2C=CC=NC1=2)=[N+](C)C)C.F[P-](F)(F)(F)(F)F, predict the reaction product. The product is: [CH2:1]([C@@:3]12[C@@:14]([CH2:16][CH2:17][C:18]3[C:23]([CH2:24][C:25]([N:47]([C@H:38]([CH3:37])[C@H:39]([OH:46])[C:40]4[CH:45]=[CH:44][CH:43]=[CH:42][CH:41]=4)[CH3:48])=[O:26])=[C:22]([O:28][CH3:29])[CH:21]=[CH:20][N:19]=3)([OH:15])[CH2:13][CH2:12][C:11]1=[CH:10][C:9]1[N:8]([C:30]3[CH:31]=[CH:32][C:33]([F:36])=[CH:34][CH:35]=3)[N:7]=[CH:6][C:5]=1[CH2:4]2)[CH3:2]. (5) Given the reactants [CH3:1][C:2]1([CH3:22])[CH2:7][C:6]([CH3:9])([CH3:8])[CH2:5][CH:4]([C:10]2[CH:15]=[CH:14][CH:13]=[CH:12][C:11]=2[N:16]2[CH2:21][CH2:20][NH:19][CH2:18][CH2:17]2)[CH2:3]1.[C:23]1(=O)[CH2:26][CH2:25][CH2:24]1.C(O[BH-](OC(=O)C)OC(=O)C)(=O)C.[Na+].C(O)(=O)C.C(=O)([O-])O.[Na+], predict the reaction product. The product is: [CH:23]1([N:19]2[CH2:18][CH2:17][N:16]([C:11]3[CH:12]=[CH:13][CH:14]=[CH:15][C:10]=3[CH:4]3[CH2:3][C:2]([CH3:22])([CH3:1])[CH2:7][C:6]([CH3:8])([CH3:9])[CH2:5]3)[CH2:21][CH2:20]2)[CH2:26][CH2:25][CH2:24]1. (6) Given the reactants C([O:3][C:4](=O)[C:5]([CH3:12])=[C:6](N)[C:7]([F:10])([F:9])[F:8])C.[CH3:14][NH:15][NH2:16], predict the reaction product. The product is: [CH3:14][N:15]1[C:6]([C:7]([F:10])([F:9])[F:8])=[C:5]([CH3:12])[C:4]([OH:3])=[N:16]1. (7) Given the reactants [CH2:1]([N:3]1[C:15]2[CH:14]=[CH:13][CH:12]=[CH:11][C:10]=2[C:9]2[C:4]1=[CH:5][CH:6]=[CH:7][CH:8]=2)[CH3:2].[Al+3].[Cl-].[Cl-].[Cl-].[S:20]1[CH:24]=[CH:23][CH:22]=[C:21]1[C:25](Cl)=[O:26].[CH:28]1([CH2:33][CH2:34][C:35](Cl)=[O:36])[CH2:32][CH2:31][CH2:30][CH2:29]1.Cl, predict the reaction product. The product is: [CH:28]1([CH2:33][CH2:34][C:35]([C:7]2[CH:6]=[CH:5][C:4]3[N:3]([CH2:1][CH3:2])[C:15]4[C:10]([C:9]=3[CH:8]=2)=[CH:11][C:12]([C:25]([C:21]2[S:20][CH:24]=[CH:23][CH:22]=2)=[O:26])=[CH:13][CH:14]=4)=[O:36])[CH2:32][CH2:31][CH2:30][CH2:29]1. (8) Given the reactants [H-].[Na+].[CH3:3][CH2:4][OH:5].F[C:7]1[C:14]([F:15])=[CH:13][CH:12]=[CH:11][C:8]=1[C:9]#[N:10], predict the reaction product. The product is: [CH2:4]([O:5][C:7]1[C:14]([F:15])=[CH:13][CH:12]=[CH:11][C:8]=1[C:9]#[N:10])[CH3:3]. (9) Given the reactants [NH2:1][C:2]1[CH:7]=[CH:6][CH:5]=[CH:4][CH:3]=1.C(=O)([O-])[O-].[K+].[K+].[CH:14]1([C:17](Cl)=[O:18])[CH2:16][CH2:15]1, predict the reaction product. The product is: [C:2]1([NH:1][C:17]([CH:14]2[CH2:16][CH2:15]2)=[O:18])[CH:7]=[CH:6][CH:5]=[CH:4][CH:3]=1.